This data is from Peptide-MHC class II binding affinity with 134,281 pairs from IEDB. The task is: Regression. Given a peptide amino acid sequence and an MHC pseudo amino acid sequence, predict their binding affinity value. This is MHC class II binding data. (1) The peptide sequence is IGKMFEATARGARRM. The MHC is DRB3_0101 with pseudo-sequence DRB3_0101. The binding affinity (normalized) is 0.441. (2) The peptide sequence is TVMAPDKPSLDISLE. The MHC is DRB1_0404 with pseudo-sequence DRB1_0404. The binding affinity (normalized) is 0.340. (3) The peptide sequence is RPAPGGKAYMDVISR. The MHC is DRB1_0701 with pseudo-sequence DRB1_0701. The binding affinity (normalized) is 0.449. (4) The peptide sequence is RYFLMAFANQIHHID. The MHC is DRB1_0401 with pseudo-sequence DRB1_0401. The binding affinity (normalized) is 0.743. (5) The peptide sequence is MLFRILSLNLIKIK. The MHC is DRB1_0404 with pseudo-sequence DRB1_0404. The binding affinity (normalized) is 0.183. (6) The binding affinity (normalized) is 0.0327. The MHC is DRB1_0301 with pseudo-sequence DRB1_0301. The peptide sequence is GKAGCQTYKWETFLT. (7) The peptide sequence is TSQYRIQGKLEYRH. The MHC is DRB1_0301 with pseudo-sequence DRB1_0301. The binding affinity (normalized) is 0.260. (8) The peptide sequence is FRDRARVPLTSNNGI. The MHC is HLA-DPA10201-DPB11401 with pseudo-sequence HLA-DPA10201-DPB11401. The binding affinity (normalized) is 0.119. (9) The peptide sequence is AHCIGITDRDFIEGV. The MHC is DRB1_0301 with pseudo-sequence DRB1_0301. The binding affinity (normalized) is 0.349.